Predict the reaction yield, written as a fraction of the theoretical maximum amount of product (1.0 means a 100% yield; for example, 0.34 means a 34% yield). From a dataset of Reaction yield outcomes from USPTO patents with 853,638 reactions. (1) The reactants are [OH:1][CH2:2][C:3]([CH2:14]O)([C:9](OCC)=O)[C:4](OCC)=O.COC1C=CC(C(Cl)(C2C=CC=CC=2)C2C=CC(OC)=CC=2)=CC=1.O1CCOCC1.[CH3:46][O:47][C:48]1[CH:83]=[CH:82][C:51]([C:52]([O:67][CH2:68][C:69]([CH2:80][OH:81])([C:75]([O:77][CH2:78][CH3:79])=[O:76])[C:70]([O:72][CH2:73][CH3:74])=[O:71])([C:61]2[CH:66]=[CH:65][CH:64]=[CH:63][CH:62]=2)[C:53]2[CH:58]=[CH:57][C:56]([O:59][CH3:60])=[CH:55][CH:54]=2)=[CH:50][CH:49]=1.C(Cl)(=O)C(C)(C)C. The catalyst is CC#N.N1C=CC=CC=1. The product is [C:2]([O:81][CH2:80][C:69]([C:70]([O:72][CH2:73][CH3:74])=[O:71])([C:75]([O:77][CH2:78][CH3:79])=[O:76])[CH2:68][O:67][C:52]([C:61]1[CH:66]=[CH:65][CH:64]=[CH:63][CH:62]=1)([C:51]1[CH:50]=[CH:49][C:48]([O:47][CH3:46])=[CH:83][CH:82]=1)[C:53]1[CH:54]=[CH:55][C:56]([O:59][CH3:60])=[CH:57][CH:58]=1)(=[O:1])[C:3]([CH3:14])([CH3:9])[CH3:4]. The yield is 0.900. (2) The reactants are [C:1]([C:5]1[CH:12]=[CH:11][C:10]([N+:13]([O-:15])=[O:14])=[CH:9][C:6]=1[C:7]#[N:8])([CH3:4])([CH3:3])[CH3:2].B.C1COCC1.CO.Cl. The catalyst is C1COCC1.O. The product is [C:1]([C:5]1[CH:12]=[CH:11][C:10]([N+:13]([O-:15])=[O:14])=[CH:9][C:6]=1[CH2:7][NH2:8])([CH3:4])([CH3:2])[CH3:3]. The yield is 0.430. (3) The reactants are [CH:1]1([N:4]2[C:9](=[O:10])[C:8]3=[C:11]([NH:18][C:19]4[CH:24]=[CH:23][C:22]([C:25]#[C:26][Si](C)(C)C)=[CH:21][C:20]=4[F:31])[N:12]([CH3:17])[C:13](=[O:16])[C:14]([CH3:15])=[C:7]3[N:6]([C:32]3[CH:33]=[C:34]([NH:38][C:39](=[O:41])[CH3:40])[CH:35]=[CH:36][CH:37]=3)[C:5]2=[O:42])[CH2:3][CH2:2]1.C(=O)([O-])[O-].[K+].[K+].CO.CN(C)C=O.Cl. The product is [CH:1]1([N:4]2[C:9](=[O:10])[C:8]3=[C:11]([NH:18][C:19]4[CH:24]=[CH:23][C:22]([C:25]#[CH:26])=[CH:21][C:20]=4[F:31])[N:12]([CH3:17])[C:13](=[O:16])[C:14]([CH3:15])=[C:7]3[N:6]([C:32]3[CH:33]=[C:34]([NH:38][C:39](=[O:41])[CH3:40])[CH:35]=[CH:36][CH:37]=3)[C:5]2=[O:42])[CH2:2][CH2:3]1. The catalyst is O. The yield is 0.930. (4) The reactants are [NH:1]([C:71]([O:73][C:74]([CH3:77])([CH3:76])[CH3:75])=[O:72])[C@H:2]([C:8]([NH:10][C@H:11]([C:29]([N:31]1[CH2:70][CH2:69][CH2:68][C@H:32]1[C:33]([NH:35][C@H:36]([C:38]([NH:40][C@H:41]([C:58]([O:60]CC1C=CC=CC=1)=[O:59])[CH2:42][CH2:43][CH2:44][CH2:45][NH:46][C:47]([O:49][CH2:50][C:51]1[CH:57]=[CH:56][CH:55]=[CH:54][C:52]=1[Cl:53])=[O:48])=[O:39])[CH3:37])=[O:34])=[O:30])[CH2:12][CH2:13][CH2:14][NH:15][C:16](=[NH:28])[NH:17][S:18]([C:21]1[CH:27]=[CH:26][C:24]([CH3:25])=[CH:23][CH:22]=1)(=[O:20])=[O:19])=[O:9])[CH2:3][CH2:4][C:5](=[O:7])[NH2:6].[OH-].[Na+].C(Cl)(Cl)Cl.CO. The catalyst is CO. The product is [NH:1]([C:71]([O:73][C:74]([CH3:75])([CH3:77])[CH3:76])=[O:72])[C@H:2]([C:8]([NH:10][C@H:11]([C:29]([N:31]1[CH2:70][CH2:69][CH2:68][C@H:32]1[C:33]([NH:35][C@H:36]([C:38]([NH:40][C@H:41]([C:58]([OH:60])=[O:59])[CH2:42][CH2:43][CH2:44][CH2:45][NH:46][C:47]([O:49][CH2:50][C:51]1[CH:57]=[CH:56][CH:55]=[CH:54][C:52]=1[Cl:53])=[O:48])=[O:39])[CH3:37])=[O:34])=[O:30])[CH2:12][CH2:13][CH2:14][NH:15][C:16](=[NH:28])[NH:17][S:18]([C:21]1[CH:27]=[CH:26][C:24]([CH3:25])=[CH:23][CH:22]=1)(=[O:20])=[O:19])=[O:9])[CH2:3][CH2:4][C:5](=[O:7])[NH2:6]. The yield is 0.860. (5) The reactants are Br[C:2]1[CH:3]=[N+:4]([O-:11])[CH:5]=[CH:6][C:7]=1[N+:8]([O-:10])=[O:9].[NH:12]1[CH2:17][CH2:16][CH2:15][CH2:14][CH2:13]1. The catalyst is C(O)C. The product is [N+:8]([C:7]1[CH:6]=[CH:5][N+:4]([O-:11])=[CH:3][C:2]=1[N:12]1[CH2:17][CH2:16][CH2:15][CH2:14][CH2:13]1)([O-:10])=[O:9]. The yield is 0.920. (6) The reactants are N1C=CC=CC=1.[CH3:7][S:8](Cl)(=[O:10])=[O:9].[F:12][C:13]1[CH:23]=[CH:22][C:16]([O:17][CH2:18][CH2:19][CH2:20][NH2:21])=[C:15]([N+:24]([O-:26])=[O:25])[CH:14]=1.Cl. The catalyst is O.ClCCl. The product is [F:12][C:13]1[CH:23]=[CH:22][C:16]([O:17][CH2:18][CH2:19][CH2:20][NH:21][S:8]([CH3:7])(=[O:10])=[O:9])=[C:15]([N+:24]([O-:26])=[O:25])[CH:14]=1. The yield is 0.440. (7) The reactants are [CH3:1][O:2][C:3]1[CH:12]=[CH:11][C:6]2[C:7](=[O:10])[CH2:8][O:9][C:5]=2[C:4]=1[CH:13]1[CH2:18][CH2:17][N:16]([C:19]([O:21][C:22]([CH3:25])([CH3:24])[CH3:23])=[O:20])[CH2:15][CH2:14]1.[NH:26]1[C:34]2[C:29](=[CH:30][CH:31]=[CH:32][CH:33]=2)[C:28]([CH:35]=O)=[N:27]1.N1CCCCC1. The catalyst is CO. The product is [NH:26]1[C:34]2[C:29](=[CH:30][CH:31]=[CH:32][CH:33]=2)[C:28](/[CH:35]=[C:8]2\[O:9][C:5]3[C:4]([CH:13]4[CH2:14][CH2:15][N:16]([C:19]([O:21][C:22]([CH3:25])([CH3:24])[CH3:23])=[O:20])[CH2:17][CH2:18]4)=[C:3]([O:2][CH3:1])[CH:12]=[CH:11][C:6]=3[C:7]\2=[O:10])=[N:27]1. The yield is 0.960.